This data is from Catalyst prediction with 721,799 reactions and 888 catalyst types from USPTO. The task is: Predict which catalyst facilitates the given reaction. (1) Reactant: [Cl:1][C:2]1[N:7]=[C:6]([NH2:8])[CH:5]=[N:4][CH:3]=1.C1C(=O)N([Br:16])C(=O)C1. Product: [Br:16][C:3]1[N:4]=[CH:5][C:6]([NH2:8])=[N:7][C:2]=1[Cl:1]. The catalyst class is: 22. (2) Reactant: C[O:2][CH:3](OC)[C:4]1[CH:9]=[CH:8][C:7]([CH:10]2[NH:22][C:20]3[C:21]4[C:12](=[N:13][NH:14][C:15](=[O:23])[C:16]=4[CH:17]=[CH:18][CH:19]=3)[CH:11]2[C:24]2[CH:29]=[CH:28][CH:27]=[CH:26][CH:25]=2)=[CH:6][CH:5]=1.C(=O)([O-])[O-].[K+].[K+]. Product: [O:23]=[C:15]1[C:16]2[CH:17]=[CH:18][CH:19]=[C:20]3[NH:22][CH:10]([C:7]4[CH:6]=[CH:5][C:4]([CH:3]=[O:2])=[CH:9][CH:8]=4)[CH:11]([C:24]4[CH:29]=[CH:28][CH:27]=[CH:26][CH:25]=4)[C:12]([C:21]=23)=[N:13][NH:14]1. The catalyst class is: 33. (3) Reactant: [N:1]([CH2:4][CH2:5][O:6][CH2:7][CH2:8][O:9][CH2:10][CH2:11][O:12][C:13]1[CH:14]=[C:15]([CH:19]=[C:20]([O:34][CH2:35][CH2:36][O:37][CH2:38][CH2:39][O:40][CH2:41][CH2:42][N:43]=[N+:44]=[N-:45])[C:21]=1[O:22][CH2:23][CH2:24][O:25][CH2:26][CH2:27][O:28][CH2:29][CH2:30][N:31]=[N+:32]=[N-:33])[C:16]([O-:18])=[O:17])=[N+:2]=[N-:3].O.Cl. Product: [N:43]([CH2:42][CH2:41][O:40][CH2:39][CH2:38][O:37][CH2:36][CH2:35][O:34][C:20]1[CH:19]=[C:15]([CH:14]=[C:13]([O:12][CH2:11][CH2:10][O:9][CH2:8][CH2:7][O:6][CH2:5][CH2:4][N:1]=[N+:2]=[N-:3])[C:21]=1[O:22][CH2:23][CH2:24][O:25][CH2:26][CH2:27][O:28][CH2:29][CH2:30][N:31]=[N+:32]=[N-:33])[C:16]([OH:18])=[O:17])=[N+:44]=[N-:45]. The catalyst class is: 1. (4) Reactant: [N:1]1([CH2:7][CH2:8][O:9][C:10]2[CH:11]=[C:12]([C:16]3[CH:17]=[C:18]4[C:24]([NH:25][C:26]([C:28]5[CH:29]=[N:30][N:31]([CH2:33][C:34]6[CH:39]=[CH:38][CH:37]=[CH:36][CH:35]=6)[CH:32]=5)=[O:27])=[CH:23][N:22](S(C5C=CC(C)=CC=5)(=O)=O)[C:19]4=[N:20][CH:21]=3)[CH:13]=[CH:14][CH:15]=2)[CH2:6][CH2:5][O:4][CH2:3][CH2:2]1.CO. The catalyst class is: 6. Product: [N:1]1([CH2:7][CH2:8][O:9][C:10]2[CH:11]=[C:12]([C:16]3[CH:17]=[C:18]4[C:24]([NH:25][C:26]([C:28]5[CH:29]=[N:30][N:31]([CH2:33][C:34]6[CH:35]=[CH:36][CH:37]=[CH:38][CH:39]=6)[CH:32]=5)=[O:27])=[CH:23][NH:22][C:19]4=[N:20][CH:21]=3)[CH:13]=[CH:14][CH:15]=2)[CH2:2][CH2:3][O:4][CH2:5][CH2:6]1. (5) Reactant: [CH:1]1([N:4]2[C:8]([CH:9]3[CH2:11][CH2:10]3)=[N:7][N:6]=[C:5]2[C:12]2([NH:16]C(=O)OC(C)(C)C)[CH2:15][CH2:14][CH2:13]2)[CH2:3][CH2:2]1.C(OCC)(=O)C.Cl. Product: [CH:1]1([N:4]2[C:8]([CH:9]3[CH2:10][CH2:11]3)=[N:7][N:6]=[C:5]2[C:12]2([NH2:16])[CH2:13][CH2:14][CH2:15]2)[CH2:3][CH2:2]1. The catalyst class is: 8. (6) Reactant: F[C:2](F)(F)C([O-])=O.[S:8]1[C:12]2[CH:13]=[CH:14][CH:15]=[CH:16][C:11]=2[N:10]=[C:9]1[C:17]1[C:25]2[CH2:24][CH2:23][NH2+:22][CH2:21][C:20]=2[S:19][C:18]=1[NH:26][C:27]([CH:29]1[CH2:31][CH2:30]1)=[O:28].C=O.O.C(O)(=O)C.C(O[BH-](OC(=O)C)OC(=O)C)(=O)C.[Na+]. Product: [S:8]1[C:12]2[CH:13]=[CH:14][CH:15]=[CH:16][C:11]=2[N:10]=[C:9]1[C:17]1[C:25]2[CH2:24][CH2:23][N:22]([CH3:2])[CH2:21][C:20]=2[S:19][C:18]=1[NH:26][C:27]([CH:29]1[CH2:30][CH2:31]1)=[O:28]. The catalyst class is: 68.